Task: Regression. Given two drug SMILES strings and cell line genomic features, predict the synergy score measuring deviation from expected non-interaction effect.. Dataset: NCI-60 drug combinations with 297,098 pairs across 59 cell lines (1) Drug 1: C1CN1P(=S)(N2CC2)N3CC3. Drug 2: C1=NC2=C(N=C(N=C2N1C3C(C(C(O3)CO)O)F)Cl)N. Cell line: HCC-2998. Synergy scores: CSS=24.2, Synergy_ZIP=0.851, Synergy_Bliss=2.67, Synergy_Loewe=-28.9, Synergy_HSA=0.686. (2) Drug 1: CCN(CC)CCNC(=O)C1=C(NC(=C1C)C=C2C3=C(C=CC(=C3)F)NC2=O)C. Cell line: CCRF-CEM. Synergy scores: CSS=6.07, Synergy_ZIP=-0.164, Synergy_Bliss=-2.40, Synergy_Loewe=1.70, Synergy_HSA=-2.02. Drug 2: CC(C)CN1C=NC2=C1C3=CC=CC=C3N=C2N. (3) Drug 1: CN(C)N=NC1=C(NC=N1)C(=O)N. Drug 2: CN(C)C1=NC(=NC(=N1)N(C)C)N(C)C. Cell line: COLO 205. Synergy scores: CSS=7.39, Synergy_ZIP=3.63, Synergy_Bliss=13.1, Synergy_Loewe=4.40, Synergy_HSA=6.43.